Dataset: Full USPTO retrosynthesis dataset with 1.9M reactions from patents (1976-2016). Task: Predict the reactants needed to synthesize the given product. (1) Given the product [ClH:1].[ClH:36].[Cl:1][C:2]1[CH:7]=[CH:6][C:5]([C:8]2[CH:13]=[CH:12][N:11]([C:14]3[CH:15]=[CH:16][C:17]4[C:18]5[CH2:27][NH:26][CH2:25][CH2:24][C:19]=5[N:20]([CH3:23])[C:21]=4[CH:22]=3)[C:10](=[O:35])[CH:9]=2)=[CH:4][CH:3]=1, predict the reactants needed to synthesize it. The reactants are: [Cl:1][C:2]1[CH:7]=[CH:6][C:5]([C:8]2[CH:13]=[CH:12][N:11]([C:14]3[CH:15]=[CH:16][C:17]4[C:18]5[CH2:27][N:26](C(OC(C)(C)C)=O)[CH2:25][CH2:24][C:19]=5[N:20]([CH3:23])[C:21]=4[CH:22]=3)[C:10](=[O:35])[CH:9]=2)=[CH:4][CH:3]=1.[ClH:36]. (2) Given the product [CH2:1]([O:8][CH2:9][C:10]1[N:20]=[C:19]([N:39]2[CH2:40][CH:37]([C:35](=[O:36])[NH:34][S:31]([CH2:24][C:25]3[CH:26]=[CH:27][CH:28]=[CH:29][CH:30]=3)(=[O:33])=[O:32])[CH2:38]2)[C:18]([C:22]#[N:23])=[CH:17][C:11]=1[C:12]([O:14][CH2:15][CH3:16])=[O:13])[C:2]1[CH:7]=[CH:6][CH:5]=[CH:4][CH:3]=1, predict the reactants needed to synthesize it. The reactants are: [CH2:1]([O:8][CH2:9][C:10]1[N:20]=[C:19](Cl)[C:18]([C:22]#[N:23])=[CH:17][C:11]=1[C:12]([O:14][CH2:15][CH3:16])=[O:13])[C:2]1[CH:7]=[CH:6][CH:5]=[CH:4][CH:3]=1.[CH2:24]([S:31]([NH:34][C:35]([CH:37]1[CH2:40][NH:39][CH2:38]1)=[O:36])(=[O:33])=[O:32])[C:25]1[CH:30]=[CH:29][CH:28]=[CH:27][CH:26]=1.CCN(C(C)C)C(C)C.CCO. (3) Given the product [NH:18]1[C:19]([C:20]2[CH:21]=[C:22]([NH:23][C:2]3[O:3][C:4]([C:7]4[CH:14]=[CH:13][C:10]([C:11]#[N:12])=[CH:9][CH:8]=4)=[CH:5][N:6]=3)[CH:24]=[CH:25][CH:26]=2)=[N:15][N:16]=[N:17]1, predict the reactants needed to synthesize it. The reactants are: Cl[C:2]1[O:3][C:4]([C:7]2[CH:14]=[CH:13][C:10]([C:11]#[N:12])=[CH:9][CH:8]=2)=[CH:5][N:6]=1.[NH:15]1[C:19]([C:20]2[CH:21]=[C:22]([CH:24]=[CH:25][CH:26]=2)[NH2:23])=[N:18][N:17]=[N:16]1. (4) Given the product [CH3:1][O:2][C:3]1[C:5]([O:7][CH3:8])=[CH:6][Se:21][CH:4]=1, predict the reactants needed to synthesize it. The reactants are: [CH3:1][O:2][C:3]([C:5]([O:7][CH3:8])=[CH2:6])=[CH2:4].CC(O[Na])=O.C(=O)=O.CC(C)=O.[Se:21](Cl)Cl. (5) Given the product [CH2:1]([NH:3][C:7]1[CH:12]=[CH:11][CH:10]=[CH:9][C:8]=1[N+:13]([O-:15])=[O:14])[CH3:2], predict the reactants needed to synthesize it. The reactants are: [CH2:1]([NH2:3])[CH3:2].CO.F[C:7]1[CH:12]=[CH:11][CH:10]=[CH:9][C:8]=1[N+:13]([O-:15])=[O:14]. (6) Given the product [CH2:2]([O:1][C:33](=[O:34])/[CH:32]=[C:31](\[CH3:35])/[CH:30]=[CH:29]/[CH:28]=[C:27](\[CH3:36])/[CH2:26][CH2:25]/[CH:24]=[C:23](\[CH3:37])/[CH2:22][CH2:6][CH:5]=[C:7]([CH3:20])[CH3:8])[CH3:3], predict the reactants needed to synthesize it. The reactants are: [O-:1][CH2:2][CH3:3].[Na+].[CH2:5]([C:7]([CH2:20]C)(P(O)(O)=O)/[C:8](/C)=C(\CC)/C([O-])=O)[CH3:6].[CH3:22][C:23]([CH3:37])=[CH:24][CH2:25][CH2:26]/[C:27](/[CH3:36])=[CH:28]/[CH2:29][CH2:30]/[C:31](/[CH3:35])=[CH:32]/[CH:33]=[O:34].C(O)(=O)C. (7) Given the product [F:29][CH:20]([F:30])[O:2][C:3]1[CH:4]=[CH:5][C:6]([C:9]([O:11][CH3:12])=[O:10])=[N:7][CH:8]=1, predict the reactants needed to synthesize it. The reactants are: Cl.[OH:2][C:3]1[CH:4]=[CH:5][C:6]([C:9]([O:11][CH3:12])=[O:10])=[N:7][CH:8]=1.C(=O)([O-])[O-].[K+].[K+].Cl[C:20]([F:30])([F:29])C(C1C=CC=CC=1)=O. (8) Given the product [OH:2][CH2:1][C:3]1[C:4]([CH3:17])=[N:5][N:6]([C:9]2[CH:16]=[CH:15][C:12]([C:13]#[N:14])=[CH:11][CH:10]=2)[C:7]=1[CH3:8], predict the reactants needed to synthesize it. The reactants are: [CH:1]([C:3]1[C:4]([CH3:17])=[N:5][N:6]([C:9]2[CH:16]=[CH:15][C:12]([C:13]#[N:14])=[CH:11][CH:10]=2)[C:7]=1[CH3:8])=[O:2].C(O)C.[BH4-].[Na+].